This data is from Reaction yield outcomes from USPTO patents with 853,638 reactions. The task is: Predict the reaction yield, written as a fraction of the theoretical maximum amount of product (1.0 means a 100% yield; for example, 0.34 means a 34% yield). (1) The reactants are C([O:3][C:4]([CH:6]1[CH2:10][CH:9]=[C:8]([CH3:11])[CH2:7]1)=[O:5])C.[OH-].[Na+]. The catalyst is CO. The product is [CH3:11][C:8]1[CH2:7][CH:6]([C:4]([OH:5])=[O:3])[CH2:10][CH:9]=1. The yield is 0.970. (2) The reactants are [CH3:1][C:2]1[O:3][C:4]2[C:13]3[C:12](=[CH:14][CH2:15][NH:16][C:17](=[O:19])[CH3:18])[CH2:11][CH2:10][C:9]=3[CH:8]=[CH:7][C:5]=2[N:6]=1. The catalyst is CO.[C].[Pd]. The product is [CH3:1][C:2]1[O:3][C:4]2[C:13]3[CH:12]([CH2:14][CH2:15][NH:16][C:17](=[O:19])[CH3:18])[CH2:11][CH2:10][C:9]=3[CH:8]=[CH:7][C:5]=2[N:6]=1. The yield is 0.890.